From a dataset of NCI-60 drug combinations with 297,098 pairs across 59 cell lines. Regression. Given two drug SMILES strings and cell line genomic features, predict the synergy score measuring deviation from expected non-interaction effect. (1) Drug 1: CC1=C(C(=O)C2=C(C1=O)N3CC4C(C3(C2COC(=O)N)OC)N4)N. Drug 2: CC1CCCC2(C(O2)CC(NC(=O)CC(C(C(=O)C(C1O)C)(C)C)O)C(=CC3=CSC(=N3)C)C)C. Cell line: 786-0. Synergy scores: CSS=53.4, Synergy_ZIP=-2.81, Synergy_Bliss=0.291, Synergy_Loewe=-6.73, Synergy_HSA=2.50. (2) Drug 1: C1CC(=O)NC(=O)C1N2C(=O)C3=CC=CC=C3C2=O. Drug 2: CC1=C(C(=O)C2=C(C1=O)N3CC4C(C3(C2COC(=O)N)OC)N4)N. Cell line: MDA-MB-435. Synergy scores: CSS=12.0, Synergy_ZIP=-3.55, Synergy_Bliss=0.419, Synergy_Loewe=-12.9, Synergy_HSA=0.188. (3) Drug 1: C1=NC2=C(N=C(N=C2N1C3C(C(C(O3)CO)O)O)F)N. Drug 2: C1CN(CCN1C(=O)CCBr)C(=O)CCBr. Cell line: 786-0. Synergy scores: CSS=8.89, Synergy_ZIP=-1.75, Synergy_Bliss=-0.932, Synergy_Loewe=-2.59, Synergy_HSA=-3.53. (4) Drug 2: CC1=C2C(C(=O)C3(C(CC4C(C3C(C(C2(C)C)(CC1OC(=O)C(C(C5=CC=CC=C5)NC(=O)OC(C)(C)C)O)O)OC(=O)C6=CC=CC=C6)(CO4)OC(=O)C)O)C)O. Drug 1: CC1=C(C=C(C=C1)NC(=O)C2=CC=C(C=C2)CN3CCN(CC3)C)NC4=NC=CC(=N4)C5=CN=CC=C5. Synergy scores: CSS=17.1, Synergy_ZIP=14.4, Synergy_Bliss=18.6, Synergy_Loewe=7.30, Synergy_HSA=10.9. Cell line: BT-549.